This data is from Catalyst prediction with 721,799 reactions and 888 catalyst types from USPTO. The task is: Predict which catalyst facilitates the given reaction. (1) The catalyst class is: 4. Reactant: [CH2:1]([N:3]1[CH:8]2[CH2:9][CH2:10][CH:4]1[CH2:5][CH:6]([C:11]1[N:16]3[N:17]=[C:18]([C:36]4[CH:41]=[CH:40][N:39]=[CH:38][CH:37]=4)[C:19]([C:20]4[CH:25]=[CH:24][C:23]([NH:26]C(=O)OC(C)(C)C)=[C:22]([O:34][CH3:35])[CH:21]=4)=[C:15]3[N:14]=[CH:13][CH:12]=1)[CH2:7]2)[CH3:2].FC(F)(F)C(O)=O. Product: [CH2:1]([N:3]1[CH:4]2[CH2:10][CH2:9][CH:8]1[CH2:7][CH:6]([C:11]1[N:16]3[N:17]=[C:18]([C:36]4[CH:37]=[CH:38][N:39]=[CH:40][CH:41]=4)[C:19]([C:20]4[CH:25]=[CH:24][C:23]([NH2:26])=[C:22]([O:34][CH3:35])[CH:21]=4)=[C:15]3[N:14]=[CH:13][CH:12]=1)[CH2:5]2)[CH3:2]. (2) Reactant: [CH:1]1([CH2:10][CH:11]=[CH2:12])[O:7][C@H:6]([CH2:8][OH:9])[C@@H:4]([OH:5])[C@@H:2]1[OH:3].C1C(=O)N([I:20])C(=O)C1.[O-]S([O-])(=S)=O.[Na+].[Na+]. Product: [OH:9][CH2:8][C@H:6]1[O:7][C@H:1]2[CH2:10][CH:11]([CH2:12][I:20])[O:3][C@H:2]2[C@@H:4]1[OH:5]. The catalyst class is: 1.